This data is from Reaction yield outcomes from USPTO patents with 853,638 reactions. The task is: Predict the reaction yield, written as a fraction of the theoretical maximum amount of product (1.0 means a 100% yield; for example, 0.34 means a 34% yield). The reactants are [CH:1]([C:4]1[CH:5]=[C:6]([C:12]([OH:14])=O)[O:7][C:8]=1[CH:9]([CH3:11])[CH3:10])([CH3:3])[CH3:2].[NH2:15][C:16]1[CH:21]=[CH:20][C:19]([CH2:22][C:23]([O:25][CH2:26][CH3:27])=[O:24])=[CH:18][CH:17]=1. No catalyst specified. The product is [CH:1]([C:4]1[CH:5]=[C:6]([C:12]([NH:15][C:16]2[CH:17]=[CH:18][C:19]([CH2:22][C:23]([O:25][CH2:26][CH3:27])=[O:24])=[CH:20][CH:21]=2)=[O:14])[O:7][C:8]=1[CH:9]([CH3:10])[CH3:11])([CH3:2])[CH3:3]. The yield is 0.860.